This data is from Reaction yield outcomes from USPTO patents with 853,638 reactions. The task is: Predict the reaction yield, written as a fraction of the theoretical maximum amount of product (1.0 means a 100% yield; for example, 0.34 means a 34% yield). (1) The reactants are [Br:1][C:2]1[C:3]([F:12])=[C:4]2[C:10]([NH2:11])=[CH:9][NH:8][C:5]2=[N:6][CH:7]=1.[CH:13]1([C:17](O)=[O:18])[CH2:16][CH2:15][CH2:14]1.C(N(CC)CC)C.C1N(P(Cl)(N2C(=O)OCC2)=O)C(=O)OC1.O[Li].O. The catalyst is C(Cl)Cl.O. The product is [Br:1][C:2]1[C:3]([F:12])=[C:4]2[C:10]([NH:11][C:17]([CH:13]3[CH2:16][CH2:15][CH2:14]3)=[O:18])=[CH:9][NH:8][C:5]2=[N:6][CH:7]=1. The yield is 0.710. (2) The reactants are [H-].[Na+].[CH3:3][NH:4][C:5](=[O:8])[CH2:6][CH3:7].Cl[CH2:10][C:11]1[CH:37]=[CH:36][C:14]([C:15]([NH:17][C:18]2[S:19][C:20]3[C:26]([CH:27]4[CH2:33][O:32][CH2:31][CH2:30][O:29][CH2:28]4)=[CH:25][CH:24]=[C:23]([O:34][CH3:35])[C:21]=3[N:22]=2)=[O:16])=[CH:13][CH:12]=1. The catalyst is O. The product is [O:32]1[CH2:33][CH:27]([C:26]2[C:20]3[S:19][C:18]([NH:17][C:15](=[O:16])[C:14]4[CH:13]=[CH:12][C:11]([CH2:10][N:4]([CH3:3])[C:5](=[O:8])[CH2:6][CH3:7])=[CH:37][CH:36]=4)=[N:22][C:21]=3[C:23]([O:34][CH3:35])=[CH:24][CH:25]=2)[CH2:28][O:29][CH2:30][CH2:31]1. The yield is 0.420. (3) The reactants are [F:1][C:2]1[CH:10]=[C:9]2[C:5]([C:6]([C:20]3[CH:21]=[N:22][NH:23][CH:24]=3)=[CH:7][N:8]2[S:11]([C:14]2[CH:19]=[CH:18][CH:17]=[CH:16][CH:15]=2)(=[O:13])=[O:12])=[CH:4][CH:3]=1.[H-].[Na+].[Br:27][CH2:28][CH2:29]Br. The catalyst is CN(C=O)C. The product is [Br:27][CH2:28][CH2:29][N:23]1[CH:24]=[C:20]([C:6]2[C:5]3[C:9](=[CH:10][C:2]([F:1])=[CH:3][CH:4]=3)[N:8]([S:11]([C:14]3[CH:15]=[CH:16][CH:17]=[CH:18][CH:19]=3)(=[O:12])=[O:13])[CH:7]=2)[CH:21]=[N:22]1. The yield is 0.370. (4) The reactants are C1(C2C=CC=CC=2)C(C(N2CC(=O)CCC2C(OC)=O)=O)=CC=CC=1.[C:26]1([C:48]2[CH:53]=[CH:52][CH:51]=[CH:50][CH:49]=2)[C:27]([C:32]([N:34]2[CH2:39][C:38]([O:42][CH3:43])([O:40][CH3:41])[CH2:37][CH2:36][CH:35]2[C:44](OC)=[O:45])=[O:33])=[CH:28][CH:29]=[CH:30][CH:31]=1.[Li+].[BH4-]. The catalyst is C1COCC1. The product is [C:26]1([C:48]2[CH:53]=[CH:52][CH:51]=[CH:50][CH:49]=2)[CH:31]=[CH:30][CH:29]=[CH:28][C:27]=1[C:32]([N:34]1[CH2:39][C:38]([O:40][CH3:41])([O:42][CH3:43])[CH2:37][CH2:36][CH:35]1[CH2:44][OH:45])=[O:33]. The yield is 1.00. (5) The reactants are [CH2:1](Br)[C:2]1[CH:7]=[CH:6][CH:5]=[CH:4][CH:3]=1.O.O.O.[CH2:12]([N:14]([CH2:18][CH3:19])[C:15](=[S:17])[S-:16])[CH3:13].[Na+]. The catalyst is C1COCC1. The product is [CH3:13][CH2:12][N:14]([C:15]([S:17][CH2:1][C:2]1[CH:7]=[CH:6][CH:5]=[CH:4][CH:3]=1)=[S:16])[CH2:18][CH3:19]. The yield is 0.940.